From a dataset of Catalyst prediction with 721,799 reactions and 888 catalyst types from USPTO. Predict which catalyst facilitates the given reaction. (1) Reactant: [CH2:1]([C:8]1[C:9]([CH:18]([N:22]([CH2:33][CH2:34][CH2:35][N:36]2C(=O)C3C(=CC=CC=3)C2=O)[C:23](=[O:32])[C:24]2[CH:29]=[CH:28][C:27]([CH3:30])=[C:26]([F:31])[CH:25]=2)[CH:19]([CH3:21])[CH3:20])=[N:10][C:11]2[C:16]([CH:17]=1)=[CH:15][CH:14]=[CH:13][CH:12]=2)[C:2]1[CH:7]=[CH:6][CH:5]=[CH:4][CH:3]=1.NN. Product: [NH2:36][CH2:35][CH2:34][CH2:33][N:22]([CH:18]([C:9]1[C:8]([CH2:1][C:2]2[CH:7]=[CH:6][CH:5]=[CH:4][CH:3]=2)=[CH:17][C:16]2[C:11](=[CH:12][CH:13]=[CH:14][CH:15]=2)[N:10]=1)[CH:19]([CH3:21])[CH3:20])[C:23](=[O:32])[C:24]1[CH:29]=[CH:28][C:27]([CH3:30])=[C:26]([F:31])[CH:25]=1. The catalyst class is: 8. (2) Reactant: [CH:1]1[C:14]2[C:5](=[N:6][C:7]([NH2:15])=[C:8]3[C:13]=2[CH:12]=[CH:11][CH:10]=[CH:9]3)[CH:4]=[CH:3][CH:2]=1.Cl[CH2:17][CH:18]=O.C(=O)([O-])[O-].[Na+].[Na+]. Product: [N:15]1[CH:17]=[CH:18][N:6]2[C:7]=1[C:8]1[CH:9]=[CH:10][CH:11]=[CH:12][C:13]=1[C:14]1[CH:1]=[CH:2][CH:3]=[CH:4][C:5]2=1. The catalyst class is: 41. (3) Reactant: [CH:1]1([CH2:6][CH:7]([C:20]2[CH:25]=[CH:24][C:23]([Cl:26])=[C:22]([Cl:27])[CH:21]=2)[C:8]([NH:10][C:11]2[S:12][CH:13]=[C:14]([CH2:16][C:17]([OH:19])=[O:18])[N:15]=2)=[O:9])[CH2:5][CH2:4][CH2:3][CH2:2]1.[CH3:28]O. Product: [CH3:28][O:18][C:17](=[O:19])[CH2:16][C:14]1[N:15]=[C:11]([NH:10][C:8](=[O:9])[CH:7]([C:20]2[CH:25]=[CH:24][C:23]([Cl:26])=[C:22]([Cl:27])[CH:21]=2)[CH2:6][CH:1]2[CH2:5][CH2:4][CH2:3][CH2:2]2)[S:12][CH:13]=1. The catalyst class is: 65. (4) Reactant: [F:1][C:2]1[C:7]([C:8]2[N:13]=[CH:12][N:11]=[C:10]([NH:14][C:15]([NH:17][CH2:18][C@@:19]3([OH:27])[CH:24]4[CH2:25][CH2:26][N:21]([CH2:22][CH2:23]4)[CH2:20]3)=S)[CH:9]=2)=[CH:6][CH:5]=[CH:4][N:3]=1.C([O-])([O-])=O.[Cs+].[Cs+].CC(C)N=C=NC(C)C. Product: [OH-:27].[NH4+:3].[F:1][C:2]1[C:7]([C:8]2[N:13]=[CH:12][N:11]=[C:10]([NH:14][C:15]3[O:27][C@:19]4([CH2:18][N:17]=3)[CH:24]3[CH2:25][CH2:26][N:21]([CH2:22][CH2:23]3)[CH2:20]4)[CH:9]=2)=[CH:6][CH:5]=[CH:4][N:3]=1. The catalyst class is: 42. (5) Reactant: [NH2:1][C:2]1[CH:3]=[C:4]([S:9]([NH2:12])(=[O:11])=[O:10])[CH:5]=[CH:6][C:7]=1[Cl:8].[F:13][C:14]([F:25])([F:24])[C:15](O[C:15](=[O:16])[C:14]([F:25])([F:24])[F:13])=[O:16]. Product: [NH2:12][S:9]([C:4]1[CH:5]=[CH:6][C:7]([Cl:8])=[C:2]([NH:1][C:15](=[O:16])[C:14]([F:25])([F:24])[F:13])[CH:3]=1)(=[O:11])=[O:10]. The catalyst class is: 7. (6) Reactant: [C:1]1([NH:7][C:8](=[O:17])[C:9]#[C:10][C:11]2[CH:16]=[CH:15][CH:14]=[CH:13][CH:12]=2)[CH:6]=[CH:5][CH:4]=[CH:3][CH:2]=1.[CH3:18][O:19][C:20](=[O:29])[C:21]1[CH:26]=[CH:25][CH:24]=[C:23]([CH2:27]Br)[CH:22]=1.C([O-])([O-])=O.[Cs+].[Cs+].O. The catalyst class is: 3. Product: [CH3:18][O:19][C:20](=[O:29])[C:21]1[CH:26]=[CH:25][CH:24]=[C:23]([CH2:27][N:7]([C:1]2[CH:2]=[CH:3][CH:4]=[CH:5][CH:6]=2)[C:8](=[O:17])[C:9]#[C:10][C:11]2[CH:16]=[CH:15][CH:14]=[CH:13][CH:12]=2)[CH:22]=1. (7) Reactant: [F:1][C:2]1[C:3]([NH:18][C@@H:19]2[CH2:24][CH2:23][CH2:22][N:21]([C:25](=[O:28])[CH:26]=[CH2:27])[CH2:20]2)=[N:4][C:5]([NH:8][C:9]2[CH:10]=[C:11]3[C:15](=[CH:16][CH:17]=2)[CH2:14][NH:13][CH2:12]3)=[N:6][CH:7]=1.Br[CH2:30][CH2:31][O:32][CH3:33].[Na+].[I-].C([O-])([O-])=O.[K+].[K+]. Product: [F:1][C:2]1[C:3]([NH:18][C@@H:19]2[CH2:24][CH2:23][CH2:22][N:21]([C:25](=[O:28])[CH:26]=[CH2:27])[CH2:20]2)=[N:4][C:5]([NH:8][C:9]2[CH:10]=[C:11]3[C:15](=[CH:16][CH:17]=2)[CH2:14][N:13]([CH2:30][CH2:31][O:32][CH3:33])[CH2:12]3)=[N:6][CH:7]=1. The catalyst class is: 23.